From a dataset of NCI-60 drug combinations with 297,098 pairs across 59 cell lines. Regression. Given two drug SMILES strings and cell line genomic features, predict the synergy score measuring deviation from expected non-interaction effect. (1) Drug 1: C1=NC2=C(N=C(N=C2N1C3C(C(C(O3)CO)O)O)F)N. Drug 2: CC1=C(C=C(C=C1)C(=O)NC2=CC(=CC(=C2)C(F)(F)F)N3C=C(N=C3)C)NC4=NC=CC(=N4)C5=CN=CC=C5. Cell line: SK-MEL-5. Synergy scores: CSS=4.89, Synergy_ZIP=6.52, Synergy_Bliss=4.96, Synergy_Loewe=0.747, Synergy_HSA=2.46. (2) Drug 1: C1=C(C(=O)NC(=O)N1)N(CCCl)CCCl. Drug 2: C1=NC2=C(N=C(N=C2N1C3C(C(C(O3)CO)O)O)F)N. Cell line: EKVX. Synergy scores: CSS=-1.50, Synergy_ZIP=-2.51, Synergy_Bliss=-8.14, Synergy_Loewe=-13.2, Synergy_HSA=-10.9. (3) Drug 1: C1CCN(CC1)CCOC2=CC=C(C=C2)C(=O)C3=C(SC4=C3C=CC(=C4)O)C5=CC=C(C=C5)O. Drug 2: CC1=C(N=C(N=C1N)C(CC(=O)N)NCC(C(=O)N)N)C(=O)NC(C(C2=CN=CN2)OC3C(C(C(C(O3)CO)O)O)OC4C(C(C(C(O4)CO)O)OC(=O)N)O)C(=O)NC(C)C(C(C)C(=O)NC(C(C)O)C(=O)NCCC5=NC(=CS5)C6=NC(=CS6)C(=O)NCCC[S+](C)C)O. Cell line: HOP-62. Synergy scores: CSS=-5.39, Synergy_ZIP=1.98, Synergy_Bliss=0.354, Synergy_Loewe=-10.4, Synergy_HSA=-5.46. (4) Drug 1: C1C(C(OC1N2C=NC3=C(N=C(N=C32)Cl)N)CO)O. Drug 2: C(CC(=O)O)C(=O)CN.Cl. Cell line: M14. Synergy scores: CSS=46.6, Synergy_ZIP=-0.177, Synergy_Bliss=1.56, Synergy_Loewe=-17.2, Synergy_HSA=2.91. (5) Drug 1: C1C(C(OC1N2C=NC3=C(N=C(N=C32)Cl)N)CO)O. Drug 2: CC1C(C(CC(O1)OC2CC(OC(C2O)C)OC3=CC4=CC5=C(C(=O)C(C(C5)C(C(=O)C(C(C)O)O)OC)OC6CC(C(C(O6)C)O)OC7CC(C(C(O7)C)O)OC8CC(C(C(O8)C)O)(C)O)C(=C4C(=C3C)O)O)O)O. Cell line: MCF7. Synergy scores: CSS=22.6, Synergy_ZIP=0.330, Synergy_Bliss=0.537, Synergy_Loewe=-9.66, Synergy_HSA=-1.23. (6) Drug 1: CCCCC(=O)OCC(=O)C1(CC(C2=C(C1)C(=C3C(=C2O)C(=O)C4=C(C3=O)C=CC=C4OC)O)OC5CC(C(C(O5)C)O)NC(=O)C(F)(F)F)O. Drug 2: CC(C)NC(=O)C1=CC=C(C=C1)CNNC.Cl. Cell line: NCI/ADR-RES. Synergy scores: CSS=18.3, Synergy_ZIP=0.147, Synergy_Bliss=2.94, Synergy_Loewe=-2.17, Synergy_HSA=1.43. (7) Synergy scores: CSS=21.2, Synergy_ZIP=6.68, Synergy_Bliss=9.29, Synergy_Loewe=6.64, Synergy_HSA=6.88. Drug 2: C1C(C(OC1N2C=NC(=NC2=O)N)CO)O. Drug 1: COC1=NC(=NC2=C1N=CN2C3C(C(C(O3)CO)O)O)N. Cell line: HOP-62. (8) Drug 1: C1=NC2=C(N1)C(=S)N=C(N2)N. Drug 2: CC1C(C(=O)NC(C(=O)N2CCCC2C(=O)N(CC(=O)N(C(C(=O)O1)C(C)C)C)C)C(C)C)NC(=O)C3=C4C(=C(C=C3)C)OC5=C(C(=O)C(=C(C5=N4)C(=O)NC6C(OC(=O)C(N(C(=O)CN(C(=O)C7CCCN7C(=O)C(NC6=O)C(C)C)C)C)C(C)C)C)N)C. Cell line: NCI-H226. Synergy scores: CSS=10.8, Synergy_ZIP=-5.55, Synergy_Bliss=0.0717, Synergy_Loewe=-0.507, Synergy_HSA=-0.563.